Dataset: Catalyst prediction with 721,799 reactions and 888 catalyst types from USPTO. Task: Predict which catalyst facilitates the given reaction. (1) Reactant: [C:1]([NH:6][C:7]1[NH:8][C:9](=[O:24])[C:10]2[N:11]=[CH:12][N:13]([C:22]=2[N:23]=1)[C@@H:14]1[O:21][C@H:18]([CH2:19][OH:20])[C@@H:16]([OH:17])[CH2:15]1)(=[O:5])[CH:2]([CH3:4])[CH3:3].N1C=CN=C1.[Si:30](Cl)([C:33]([CH3:36])([CH3:35])[CH3:34])([CH3:32])[CH3:31]. Product: [C:1]([NH:6][C:7]1[NH:8][C:9](=[O:24])[C:10]2[N:11]=[CH:12][N:13]([C:22]=2[N:23]=1)[C@@H:14]1[O:21][C@H:18]([CH2:19][O:20][Si:30]([C:33]([CH3:36])([CH3:35])[CH3:34])([CH3:32])[CH3:31])[C@@H:16]([OH:17])[CH2:15]1)(=[O:5])[CH:2]([CH3:4])[CH3:3]. The catalyst class is: 3. (2) Reactant: [C:1]([O:5][C:6]([C:8]1[CH:9]=[C:10]([C:22]#[CH:23])[CH:11]=[C:12]2[C:17]=1[O:16][C:15]([CH3:19])([CH3:18])[CH2:14][C:13]2([CH3:21])[CH3:20])=[O:7])([CH3:4])([CH3:3])[CH3:2].[CH3:24][O:25][C:26](=[O:35])[CH2:27][C:28]1[CH:33]=[CH:32][C:31](I)=[CH:30][CH:29]=1.C(N(CC)CC)C.C(OCC)(=O)C. Product: [C:1]([O:5][C:6]([C:8]1[CH:9]=[C:10]([C:22]#[C:23][C:31]2[CH:32]=[CH:33][C:28]([CH2:27][C:26]([O:25][CH3:24])=[O:35])=[CH:29][CH:30]=2)[CH:11]=[C:12]2[C:17]=1[O:16][C:15]([CH3:19])([CH3:18])[CH2:14][C:13]2([CH3:21])[CH3:20])=[O:7])([CH3:4])([CH3:3])[CH3:2]. The catalyst class is: 730. (3) Reactant: Cl[CH2:2][C:3]1[CH:4]=[C:5]([C:11]([O:13][C:14]([CH3:17])([CH3:16])[CH3:15])=[O:12])[CH:6]=[N:7][C:8]=1[CH2:9]Cl.[Cl:18][C:19]1[C:20]2[CH2:27][C:26](=[O:28])[NH:25][C:21]=2[N:22]=[CH:23][N:24]=1.C(=O)([O-])[O-].[Cs+].[Cs+].[Br-].[Na+].C(=O)(O)[O-].[Na+]. Product: [Cl:18][C:19]1[C:20]2[C@:27]3([CH2:9][C:8]4=[N:7][CH:6]=[C:5]([C:11]([O:13][C:14]([CH3:17])([CH3:16])[CH3:15])=[O:12])[CH:4]=[C:3]4[CH2:2]3)[C:26](=[O:28])[NH:25][C:21]=2[N:22]=[CH:23][N:24]=1. The catalyst class is: 9. (4) Reactant: C[Mg]I.[NH:4]1[C:12]2[C:7](=[CH:8][CH:9]=[CH:10][CH:11]=2)[CH:6]=[CH:5]1.[Cl:13][C:14]1[N:19]=[C:18](Cl)[C:17]([CH3:21])=[CH:16][N:15]=1.O. Product: [Cl:13][C:14]1[N:19]=[C:18]([C:6]2[C:7]3[C:12](=[CH:11][CH:10]=[CH:9][CH:8]=3)[NH:4][CH:5]=2)[C:17]([CH3:21])=[CH:16][N:15]=1. The catalyst class is: 26.